This data is from Full USPTO retrosynthesis dataset with 1.9M reactions from patents (1976-2016). The task is: Predict the reactants needed to synthesize the given product. (1) Given the product [CH3:1][O:2][C:3](=[O:21])[C:4]1[CH:9]=[C:8]([O:10][CH2:11][C:12]2[CH:17]=[CH:16][CH:15]=[CH:14][C:13]=2[CH3:18])[CH:7]=[C:6]([CH2:19][Br:25])[CH:5]=1, predict the reactants needed to synthesize it. The reactants are: [CH3:1][O:2][C:3](=[O:21])[C:4]1[CH:9]=[C:8]([O:10][CH2:11][C:12]2[CH:17]=[CH:16][CH:15]=[CH:14][C:13]=2[CH3:18])[CH:7]=[C:6]([CH2:19]O)[CH:5]=1.P(OBr)(OBr)(O[Br:25])=O. (2) Given the product [C:11]([C:13]1[C:18]([NH:19][C:28]([C:26]2[C:25]3[CH:31]=[CH:32][CH:33]=[CH:34][C:24]=3[O:23][CH:27]=2)=[O:29])=[CH:17][C:16]2[O:20][CH2:21][O:22][C:15]=2[CH:14]=1)(=[O:12])[CH3:10], predict the reactants needed to synthesize it. The reactants are: P(OP(O)(O)=O)(O)(O)=O.[CH3:10][C:11]([C:13]1[C:18]([NH2:19])=[CH:17][C:16]2[O:20][CH2:21][O:22][C:15]=2[CH:14]=1)=[O:12].[O:23]1[CH:27]=[C:26]([C:28](Cl)=[O:29])[C:25]2[CH:31]=[CH:32][CH:33]=[CH:34][C:24]1=2. (3) Given the product [F:15][C:16]1[CH:21]=[CH:20][CH:19]=[CH:18][C:17]=1[CH:22]([C:24]1[CH:25]=[CH:26][CH:27]=[CH:28][CH:29]=1)[O:1][C:2]1[CH:11]=[CH:10][C:9]([N+:12]([O-:14])=[O:13])=[CH:8][C:3]=1[C:4]([O:6][CH3:7])=[O:5], predict the reactants needed to synthesize it. The reactants are: [OH:1][C:2]1[CH:11]=[CH:10][C:9]([N+:12]([O-:14])=[O:13])=[CH:8][C:3]=1[C:4]([O:6][CH3:7])=[O:5].[F:15][C:16]1[CH:21]=[CH:20][CH:19]=[CH:18][C:17]=1[CH:22]([C:24]1[CH:29]=[CH:28][CH:27]=[CH:26][CH:25]=1)O.C1(P(C2C=CC=CC=2)C2C=CC=CC=2)C=CC=CC=1. (4) Given the product [Br:14][CH:8]([CH3:9])[C:2](=[O:1])[C:3]([O:5][CH2:6][CH3:7])=[O:4], predict the reactants needed to synthesize it. The reactants are: [O:1]=[C:2]([CH2:8][CH3:9])[C:3]([O:5][CH2:6][CH3:7])=[O:4].C(Cl)(Cl)Cl.[BrH:14].BrBr. (5) Given the product [F:26][C:23]([F:25])([CH3:24])[C:22]([NH:21][C@@H:19]([CH3:20])[C@H:18]([O:17][C:13]1[CH:12]=[C:11]2[C:16](=[CH:15][CH:14]=1)[N:8]([C:4]1[CH:3]=[C:2]([CH:7]=[CH:6][CH:5]=1)[C:64]([NH:41][CH:38]1[CH2:39][CH2:40][S:36](=[O:43])(=[O:42])[CH2:37]1)=[O:65])[N:9]=[CH:10]2)[C:28]1[CH:29]=[N:30][C:31]([O:34][CH3:35])=[CH:32][CH:33]=1)=[O:27], predict the reactants needed to synthesize it. The reactants are: Br[C:2]1[CH:3]=[C:4]([N:8]2[C:16]3[C:11](=[CH:12][C:13]([O:17][C@H:18]([C:28]4[CH:29]=[N:30][C:31]([O:34][CH3:35])=[CH:32][CH:33]=4)[C@@H:19]([NH:21][C:22](=[O:27])[C:23]([F:26])([F:25])[CH3:24])[CH3:20])=[CH:14][CH:15]=3)[CH:10]=[N:9]2)[CH:5]=[CH:6][CH:7]=1.[S:36]1(=[O:43])(=[O:42])[CH2:40][CH2:39][CH:38]([NH2:41])[CH2:37]1.F[B-](F)(F)F.C([PH+](C(C)(C)C)C(C)(C)C)(C)(C)C.C1C[O:65][CH2:64]C1.